Dataset: Catalyst prediction with 721,799 reactions and 888 catalyst types from USPTO. Task: Predict which catalyst facilitates the given reaction. Reactant: Cl[C:2]1[C:19]2[C:6](=[C:7]3[C:16](=[CH:17][CH:18]=2)[C:15]2[C:10](=[CH:11][CH:12]=[CH:13][CH:14]=2)[S:9](=[O:21])(=[O:20])[NH:8]3)[N:5]=[CH:4][CH:3]=1.[CH3:22][N:23]([CH3:27])[CH2:24][CH2:25][NH2:26].CCN(C(C)C)C(C)C. Product: [O:20]=[S:9]1(=[O:21])[C:10]2[C:15](=[CH:14][CH:13]=[CH:12][CH:11]=2)[C:16]2[C:7](=[C:6]3[C:19](=[CH:18][CH:17]=2)[C:2]([NH:26][CH2:25][CH2:24][N:23]([CH3:27])[CH3:22])=[CH:3][CH:4]=[N:5]3)[NH:8]1. The catalyst class is: 114.